Dataset: Retrosynthesis with 50K atom-mapped reactions and 10 reaction types from USPTO. Task: Predict the reactants needed to synthesize the given product. Given the product CCC(CC)n1c2cccc(-c3ccc(C)cc3C)c2c(=O)n1C, predict the reactants needed to synthesize it. The reactants are: CCC(Br)CC.Cc1ccc(-c2cccc3[nH]n(C)c(=O)c23)c(C)c1.